This data is from Reaction yield outcomes from USPTO patents with 853,638 reactions. The task is: Predict the reaction yield, written as a fraction of the theoretical maximum amount of product (1.0 means a 100% yield; for example, 0.34 means a 34% yield). (1) The reactants are [CH3:1][CH:2]([CH3:5])[CH2:3][OH:4].F[C:7]1[CH:14]=[CH:13][C:10]([CH:11]=[O:12])=[CH:9][C:8]=1[N+:15]([O-:17])=[O:16].[CH:18]([C:20]1[CH:21]=[CH:22][C:23]([O:27][CH2:28][CH:29]([CH3:31])[CH3:30])=[C:24]([CH:26]=1)[NH2:25])=[O:19].[NH2:32][C:33]1[S:34][CH:35]=[CH:36][N:37]=1. No catalyst specified. The product is [CH3:1][CH:2]([CH3:5])[CH2:3][O:4][C:7]1[CH:14]=[CH:13][C:10]([CH:11]=[O:12])=[CH:9][C:8]=1[N+:15]([O-:17])=[O:16].[CH:18]([C:20]1[CH:21]=[CH:22][C:23]([O:27][CH2:28][CH:29]([CH3:31])[CH3:30])=[C:24]([NH:25][C:3]([NH:32][C:33]2[S:34][CH:35]=[CH:36][N:37]=2)=[O:4])[CH:26]=1)=[O:19]. The yield is 0.750. (2) The reactants are [OH:1][C:2]1[CH:11]=[CH:10][CH:9]=[C:8]([O:12][CH3:13])[C:3]=1[C:4]([O:6][CH3:7])=[O:5].[CH3:14][N:15]([CH3:19])[C:16](Cl)=[S:17].N12CCN(CC1)CC2.O. The catalyst is CN(C)C=O.C(OCC)(=O)C. The product is [CH3:14][N:15]([CH3:19])[C:16]([O:1][C:2]1[CH:11]=[CH:10][CH:9]=[C:8]([O:12][CH3:13])[C:3]=1[C:4]([O:6][CH3:7])=[O:5])=[S:17]. The yield is 0.860. (3) The reactants are O=[C:2]1[C:10]2[C:5](=[CH:6][C:7]([O:11][C:12]3[CH:20]=[CH:19][C:15]([C:16]([NH2:18])=[O:17])=[CH:14][CH:13]=3)=[CH:8][CH:9]=2)[CH2:4][CH2:3]1.[F:21][C:22]1[CH:23]=[C:24]([CH:28]=[CH:29][CH:30]=1)[CH2:25][CH2:26][NH2:27].[OH-].[Na+]. The catalyst is CC(O[Ti](OC(C)C)(OC(C)C)OC(C)C)C.Cl[Ti](Cl)(Cl)Cl.C1COCC1. The product is [F:21][C:22]1[CH:23]=[C:24]([CH2:25][CH2:26][NH:27][CH:2]2[C:10]3[C:5](=[CH:6][C:7]([O:11][C:12]4[CH:20]=[CH:19][C:15]([C:16]([NH2:18])=[O:17])=[CH:14][CH:13]=4)=[CH:8][CH:9]=3)[CH2:4][CH2:3]2)[CH:28]=[CH:29][CH:30]=1. The yield is 0.0600. (4) The reactants are [OH:1][C:2]1([CH2:15][CH:16]=O)[CH2:14][CH2:13][C:5]2([O:10][CH2:9][C:8]([CH3:12])([CH3:11])[CH2:7][O:6]2)[CH2:4][CH2:3]1.[Br:18][C:19]1[CH:24]=[CH:23][C:22]([C:25]([NH2:28])([CH3:27])[CH3:26])=[CH:21][CH:20]=1. No catalyst specified. The product is [Br:18][C:19]1[CH:20]=[CH:21][C:22]([C:25]([NH:28][CH2:16][CH2:15][C:2]2([OH:1])[CH2:3][CH2:4][C:5]3([O:6][CH2:7][C:8]([CH3:12])([CH3:11])[CH2:9][O:10]3)[CH2:13][CH2:14]2)([CH3:26])[CH3:27])=[CH:23][CH:24]=1. The yield is 0.750.